This data is from Reaction yield outcomes from USPTO patents with 853,638 reactions. The task is: Predict the reaction yield, written as a fraction of the theoretical maximum amount of product (1.0 means a 100% yield; for example, 0.34 means a 34% yield). (1) The reactants are [CH3:1][C:2]1[C:7]([OH:8])=[C:6]([CH:9]=O)[C:5]([CH2:11][OH:12])=[CH:4][N:3]=1.Cl.[NH2:14][C:15]1[CH:22]=[CH:21][C:18]([C:19]#[N:20])=[CH:17][CH:16]=1. No catalyst specified. The product is [OH:8][C:7]1[C:2]([CH3:1])=[N:3][CH:4]=[C:5]([CH2:11][OH:12])[C:6]=1[CH2:9][NH:14][C:15]1[CH:22]=[CH:21][C:18]([C:19]#[N:20])=[CH:17][CH:16]=1. The yield is 0.480. (2) The reactants are Cl[CH2:2][C:3]1[NH:4][C:5](=[O:17])[C:6]2[O:11][N:10]=[C:9]([CH:12]3[CH2:16][CH2:15][CH2:14][CH2:13]3)[C:7]=2[N:8]=1.[NH2:18][CH2:19][CH2:20][OH:21].CO.O. The catalyst is C(#N)C. The product is [CH:12]1([C:9]2[C:7]3[N:8]=[C:3]([CH2:2][NH:18][CH2:19][CH2:20][OH:21])[NH:4][C:5](=[O:17])[C:6]=3[O:11][N:10]=2)[CH2:16][CH2:15][CH2:14][CH2:13]1. The yield is 0.650. (3) The reactants are [O:1]=[C:2]([C:8]1[S:9][CH:10]=[CH:11][CH:12]=1)[C:3]([O:5][CH2:6][CH3:7])=[O:4].[BH4-].[Na+]. The catalyst is C(O)C. The product is [CH2:6]([O:5][C:3](=[O:4])[CH:2]([OH:1])[C:8]1[S:9][CH:10]=[CH:11][CH:12]=1)[CH3:7]. The yield is 0.910. (4) No catalyst specified. The yield is 0.940. The reactants are Br[CH2:2][CH:3](OCC)OCC.Br.C(=O)(O)[O-].[Na+].[Br:16][C:17]1[C:18]([NH2:24])=[N:19][CH:20]=[C:21]([Br:23])[N:22]=1.C(=O)([O-])[O-].[K+].[K+]. The product is [Br:23][C:21]1[N:22]=[C:17]([Br:16])[C:18]2[N:19]([CH:2]=[CH:3][N:24]=2)[CH:20]=1. (5) The reactants are [C:1](=[NH:25])([O:3][CH2:4][CH2:5][C:6]1[CH:11]=[C:10]([F:12])[C:9]([O:13][C:14]2[CH:15]=[N:16][C:17]([C:20]([F:23])([F:22])[F:21])=[N:18][CH:19]=2)=[C:8]([F:24])[CH:7]=1)[NH2:2].FC(F)(F)C([O-])=O.[CH:33]([CH:35]([CH2:40][C:41]1[CH:42]=[N:43][C:44]([O:47][CH3:48])=[N:45][CH:46]=1)[C:36](OC)=O)=[O:34].C([O-])([O-])=O.[K+].[K+]. The catalyst is O1CCOCC1. The product is [F:12][C:10]1[CH:11]=[C:6]([CH:7]=[C:8]([F:24])[C:9]=1[O:13][C:14]1[CH:19]=[N:18][C:17]([C:20]([F:21])([F:22])[F:23])=[N:16][CH:15]=1)[CH2:5][CH2:4][O:3][C:1]1[NH:2][CH:36]=[C:35]([CH2:40][C:41]2[CH:42]=[N:43][C:44]([O:47][CH3:48])=[N:45][CH:46]=2)[C:33](=[O:34])[N:25]=1. The yield is 0.288. (6) The reactants are C(O[C:6](=[O:32])[NH:7][C:8]1([C:13](=[O:31])[NH:14][C:15]2[CH:20]=[CH:19][C:18]([C:21]3[CH:26]=[CH:25][CH:24]=[CH:23][C:22]=3[S:27]([CH3:30])(=[O:29])=[O:28])=[CH:17][CH:16]=2)[CH2:12][CH2:11][CH2:10][CH2:9]1)(C)(C)C.C(O)(C(F)(F)F)=O.C(N(CC)CC)C.[Cl:47][C:48]1[CH:53]=[CH:52][C:51]([N:54]=C=O)=[CH:50][CH:49]=1. The catalyst is C(Cl)Cl. The product is [CH3:30][S:27]([C:22]1[CH:23]=[CH:24][CH:25]=[CH:26][C:21]=1[C:18]1[CH:17]=[CH:16][C:15]([NH:14][C:13]([C:8]2([NH:7][C:6]([NH:54][C:51]3[CH:52]=[CH:53][C:48]([Cl:47])=[CH:49][CH:50]=3)=[O:32])[CH2:9][CH2:10][CH2:11][CH2:12]2)=[O:31])=[CH:20][CH:19]=1)(=[O:28])=[O:29]. The yield is 0.820. (7) The reactants are S(=O)(=O)(O)O.[SH:6][C:7]1[CH:15]=[CH:14][CH:13]=[CH:12][C:8]=1[C:9]([OH:11])=[O:10].[CH3:16]O. No catalyst specified. The product is [SH:6][C:7]1[CH:15]=[CH:14][CH:13]=[CH:12][C:8]=1[C:9]([O:11][CH3:16])=[O:10]. The yield is 0.900.